From a dataset of Reaction yield outcomes from USPTO patents with 853,638 reactions. Predict the reaction yield, written as a fraction of the theoretical maximum amount of product (1.0 means a 100% yield; for example, 0.34 means a 34% yield). (1) The reactants are C[O:2][C:3]1[CH:20]=[CH:19][C:6]2[N:7]=[C:8]([C:10]3[CH:15]=[CH:14][C:13]([N+:16]([O-:18])=[O:17])=[CH:12][CH:11]=3)[S:9][C:5]=2[CH:4]=1.B(Br)(Br)Br. The catalyst is C(Cl)Cl. The product is [N+:16]([C:13]1[CH:12]=[CH:11][C:10]([C:8]2[S:9][C:5]3[CH:4]=[C:3]([OH:2])[CH:20]=[CH:19][C:6]=3[N:7]=2)=[CH:15][CH:14]=1)([O-:18])=[O:17]. The yield is 0.530. (2) The reactants are Br[C:2]1[CH:3]=[C:4]([NH:10][C:11]2[CH:15]=[C:14]([CH3:16])[N:13]([CH3:17])[N:12]=2)[C:5](=[O:9])[N:6]([CH3:8])[CH:7]=1.[CH3:18][C:19]1([CH3:35])[C:23]([CH3:25])([CH3:24])[O:22][B:21]([B:21]2[O:22][C:23]([CH3:25])([CH3:24])[C:19]([CH3:35])([CH3:18])[O:20]2)[O:20]1.CC(C1C=C(C(C)C)C(C2C=CC=CC=2P(C2CCCCC2)C2CCCCC2)=C(C(C)C)C=1)C.C([O-])(=O)C.[K+]. The catalyst is C1C=CC(/C=C/C(/C=C/C2C=CC=CC=2)=O)=CC=1.C1C=CC(/C=C/C(/C=C/C2C=CC=CC=2)=O)=CC=1.C1C=CC(/C=C/C(/C=C/C2C=CC=CC=2)=O)=CC=1.[Pd].[Pd].O1CCOCC1. The product is [CH3:17][N:13]1[C:14]([CH3:16])=[CH:15][C:11]([NH:10][C:4]2[C:5](=[O:9])[N:6]([CH3:8])[CH:7]=[C:2]([B:21]3[O:22][C:23]([CH3:25])([CH3:24])[C:19]([CH3:35])([CH3:18])[O:20]3)[CH:3]=2)=[N:12]1. The yield is 0.790. (3) No catalyst specified. The yield is 0.246. The product is [O:30]1[C:29]2=[C:24]([NH:22][C:21]3[C:17]([C:15]([NH:14][C:11]4[CH:12]=[CH:13][C:8]([CH2:7][N:1]5[CH2:6][CH2:5][O:4][CH2:3][CH2:2]5)=[CH:9][CH:10]=4)=[O:16])=[N:18][NH:19][CH:20]=3)[N:25]=[CH:26][CH:27]=[C:28]2[CH:32]=[CH:31]1. The reactants are [N:1]1([CH2:7][C:8]2[CH:13]=[CH:12][C:11]([NH:14][C:15]([C:17]3[C:21]([NH2:22])=[CH:20][NH:19][N:18]=3)=[O:16])=[CH:10][CH:9]=2)[CH2:6][CH2:5][O:4][CH2:3][CH2:2]1.Cl[C:24]1[N:25]=[CH:26][CH:27]=[C:28]2[CH:32]=[CH:31][O:30][C:29]=12. (4) The reactants are [CH3:1][O:2][C:3]([C:5]1[S:6][C:7]([Br:27])=[CH:8][C:9]=1[N:10]([C:18]([CH:20]1[CH2:25][CH2:24][CH:23]([CH3:26])[CH2:22][CH2:21]1)=[O:19])[CH:11]1[CH2:16][CH2:15][C:14](=[O:17])[CH2:13][CH2:12]1)=[O:4].[BH4-].[Na+]. The catalyst is CO. The product is [CH3:1][O:2][C:3]([C:5]1[S:6][C:7]([Br:27])=[CH:8][C:9]=1[N:10]([CH:11]1[CH2:12][CH2:13][CH:14]([OH:17])[CH2:15][CH2:16]1)[C:18]([CH:20]1[CH2:21][CH2:22][CH:23]([CH3:26])[CH2:24][CH2:25]1)=[O:19])=[O:4]. The yield is 0.770. (5) The reactants are [CH3:1][O:2][C:3]([C:5]1[CH:10]=[CH:9][C:8]([C:11]2[C:12]([CH3:49])([CH3:48])[C@H:13]3[C@:26]([CH3:29])([CH2:27][CH:28]=2)[C@@H:25]2[C@:16]([CH3:47])([C@@:17]4([CH3:46])[C@H:22]([CH2:23][CH2:24]2)[C@H:21]2[C@H:30]([C:33]([CH3:35])=[CH2:34])[CH2:31][CH2:32][C@:20]2([C:36]([O:38][Si:39]([C:42]([CH3:45])([CH3:44])[CH3:43])([CH3:41])[CH3:40])=[O:37])[CH2:19][CH2:18]4)[CH2:15][CH2:14]3)=[CH:7][CH:6]=1)=[O:4].C1C(=O)N([Br:57])C(=O)C1. The catalyst is C(Cl)(Cl)(Cl)Cl. The product is [Br:57][CH2:34][C:33]([C@H:30]1[C@@H:21]2[C@@H:22]3[C@@:17]([CH3:46])([CH2:18][CH2:19][C@@:20]2([C:36]([O:38][Si:39]([C:42]([CH3:45])([CH3:44])[CH3:43])([CH3:40])[CH3:41])=[O:37])[CH2:32][CH2:31]1)[C@@:16]1([CH3:47])[C@@H:25]([C@:26]2([CH3:29])[C@@H:13]([CH2:14][CH2:15]1)[C:12]([CH3:49])([CH3:48])[C:11]([C:8]1[CH:7]=[CH:6][C:5]([C:3]([O:2][CH3:1])=[O:4])=[CH:10][CH:9]=1)=[CH:28][CH2:27]2)[CH2:24][CH2:23]3)=[CH2:35]. The yield is 0.584. (6) The reactants are [CH3:1][O:2][C:3](=[O:12])[C:4]1[CH:9]=[C:8]([Br:10])[CH:7]=[CH:6][C:5]=1[NH2:11].[N+:13]([O-:16])([O-])=[O:14].[K+].[F:18][C:19]([F:30])([F:29])[C:20](O[C:20](=[O:21])[C:19]([F:30])([F:29])[F:18])=[O:21]. No catalyst specified. The product is [CH3:1][O:2][C:3](=[O:12])[C:4]1[CH:9]=[C:8]([Br:10])[CH:7]=[C:6]([N+:13]([O-:16])=[O:14])[C:5]=1[NH:11][C:20](=[O:21])[C:19]([F:30])([F:29])[F:18]. The yield is 0.690.